Dataset: Reaction yield outcomes from USPTO patents with 853,638 reactions. Task: Predict the reaction yield, written as a fraction of the theoretical maximum amount of product (1.0 means a 100% yield; for example, 0.34 means a 34% yield). (1) The reactants are C(N1C=CN=C1)(N1C=CN=C1)=O.[CH:13]1([C@@:19]([OH:29])([C:23]2[CH:28]=[CH:27][CH:26]=[CH:25][CH:24]=2)[C:20](O)=[O:21])[CH2:18][CH2:17][CH2:16][CH2:15][CH2:14]1.[BH4-].[Na+]. The catalyst is C1COCC1. The product is [CH:23]1([C@:19]([C:13]2[CH:14]=[CH:15][CH:16]=[CH:17][CH:18]=2)([OH:29])[CH2:20][OH:21])[CH2:28][CH2:27][CH2:26][CH2:25][CH2:24]1. The yield is 0.730. (2) The reactants are [C:1]([Si:5]([O:8][CH:9]([CH2:14][CH2:15][C:16]1[CH:21]=[CH:20][C:19]([C:22]([CH2:41][CH3:42])([C:25]2[CH:30]=[CH:29][C:28](B3OC(C)(C)C(C)(C)O3)=[C:27]([CH3:40])[CH:26]=2)[CH2:23][CH3:24])=[CH:18][C:17]=1[CH3:43])[C:10]([CH3:13])([CH3:12])[CH3:11])([CH3:7])[CH3:6])([CH3:4])([CH3:3])[CH3:2].[CH2:44]([O:46][C:47](=[O:55])[CH2:48][C:49]1[N:50]=[C:51](Br)[S:52][CH:53]=1)[CH3:45].P([O-])([O-])([O-])=O.[K+].[K+].[K+]. The catalyst is C1C=CC([P]([Pd]([P](C2C=CC=CC=2)(C2C=CC=CC=2)C2C=CC=CC=2)([P](C2C=CC=CC=2)(C2C=CC=CC=2)C2C=CC=CC=2)[P](C2C=CC=CC=2)(C2C=CC=CC=2)C2C=CC=CC=2)(C2C=CC=CC=2)C2C=CC=CC=2)=CC=1.O. The product is [CH2:44]([O:46][C:47](=[O:55])[CH2:48][C:49]1[N:50]=[C:51]([C:28]2[CH:29]=[CH:30][C:25]([C:22]([C:19]3[CH:20]=[CH:21][C:16]([CH2:15][CH2:14][CH:9]([O:8][Si:5]([C:1]([CH3:4])([CH3:3])[CH3:2])([CH3:6])[CH3:7])[C:10]([CH3:13])([CH3:12])[CH3:11])=[C:17]([CH3:43])[CH:18]=3)([CH2:23][CH3:24])[CH2:41][CH3:42])=[CH:26][C:27]=2[CH3:40])[S:52][CH:53]=1)[CH3:45]. The yield is 0.600. (3) The reactants are [Cl:1][C:2]1[C:7]([CH:8]([OH:16])[C:9]#[C:10][C:11]([O:13][CH2:14][CH3:15])=[O:12])=[CH:6][N:5]=[C:4]([S:17][CH3:18])[N:3]=1.C(N(CC)CC)C. The catalyst is O1CCOCC1. The product is [Cl:1][C:2]1[C:7]([C:8](=[O:16])[CH:9]=[CH:10][C:11]([O:13][CH2:14][CH3:15])=[O:12])=[CH:6][N:5]=[C:4]([S:17][CH3:18])[N:3]=1. The yield is 0.990. (4) The reactants are [OH:1][CH2:2][C@@H:3]1[CH2:5][C@:4]1([CH2:12][N:13]([CH3:21])[C:14](=[O:20])[O:15][C:16]([CH3:19])([CH3:18])[CH3:17])[C:6]1[CH:11]=[CH:10][CH:9]=[CH:8][CH:7]=1.CC(OI1(OC(C)=O)(OC(C)=O)OC(=O)C2C=CC=CC1=2)=O.[OH-].[Na+]. The catalyst is C(Cl)Cl.CC(O)(C)C.C(OCC)C. The product is [CH:2]([C@@H:3]1[CH2:5][C@:4]1([CH2:12][N:13]([CH3:21])[C:14](=[O:20])[O:15][C:16]([CH3:17])([CH3:18])[CH3:19])[C:6]1[CH:7]=[CH:8][CH:9]=[CH:10][CH:11]=1)=[O:1]. The yield is 0.840. (5) The reactants are [NH:1]1[C:9]2[C:4](=[CH:5][CH:6]=[CH:7][CH:8]=2)[C:3]([CH:10]2[CH2:14][CH2:13][C:12](=[O:15])[CH2:11]2)=[CH:2]1.[H-].[Na+].[F:18][C:19]1[CH:38]=[CH:37][C:22]([CH2:23][NH:24][C:25]([C:27]2[CH:32]=[CH:31][C:30]([S:33](Cl)(=[O:35])=[O:34])=[CH:29][CH:28]=2)=[O:26])=[CH:21][CH:20]=1. The catalyst is CN(C=O)C. The product is [F:18][C:19]1[CH:20]=[CH:21][C:22]([CH2:23][NH:24][C:25](=[O:26])[C:27]2[CH:32]=[CH:31][C:30]([S:33]([N:1]3[C:9]4[C:4](=[CH:5][CH:6]=[CH:7][CH:8]=4)[C:3]([CH:10]4[CH2:14][CH2:13][C:12](=[O:15])[CH2:11]4)=[CH:2]3)(=[O:34])=[O:35])=[CH:29][CH:28]=2)=[CH:37][CH:38]=1. The yield is 0.220. (6) The reactants are IC1C2C(=CC([C@H]3[C@@]4(C5C(=CC=C(OC)C=5)NC4=O)C3)=CC=2)NN=1.CN1CCC(C2C=CC(B3OC(C)(C)C(C)(C)O3)=CC=2)CC1.[ClH:47].[CH3:48][O:49][C:50]1[CH:51]=[C:52]2[C:56](=[CH:57][CH:58]=1)[NH:55][C:54](=[O:59])[C@:53]12[CH2:61][C@H:60]1[C:62]1[CH:70]=[C:69]2[C:65]([C:66]([C:71]3[CH:76]=[CH:75][C:74]([CH:77]4[CH2:82][CH2:81][N:80]([CH3:83])[CH2:79][CH2:78]4)=[CH:73][CH:72]=3)=[N:67][NH:68]2)=[CH:64][CH:63]=1. The catalyst is CCOC(C)=O.O.C1COCC1. The product is [ClH:47].[CH3:48][O:49][C:50]1[CH:51]=[C:52]2[C:56](=[CH:57][CH:58]=1)[NH:55][C:54](=[O:59])[C@:53]12[CH2:61][C@H:60]1[C:62]1[CH:70]=[C:69]2[C:65]([C:66]([C:71]3[CH:76]=[CH:75][C:74]([CH:77]4[CH2:82][CH2:81][N:80]([CH3:83])[CH2:79][CH2:78]4)=[CH:73][CH:72]=3)=[N:67][NH:68]2)=[CH:64][CH:63]=1. The yield is 0.170.